From a dataset of Full USPTO retrosynthesis dataset with 1.9M reactions from patents (1976-2016). Predict the reactants needed to synthesize the given product. (1) The reactants are: [OH:1][C:2]1[CH:10]=[CH:9][C:5]([CH2:6][C:7]#[N:8])=[CH:4][CH:3]=1.C(=O)([O-])[O-].[K+].[K+].Br[CH:18](C)[C:19]#[N:20]. Given the product [C:7]([CH2:6][C:5]1[CH:9]=[CH:10][C:2]([O:1][CH2:18][C:19]#[N:20])=[CH:3][CH:4]=1)#[N:8], predict the reactants needed to synthesize it. (2) Given the product [CH2:15]([O:17][C:2]1[CH:10]=[CH:9][C:5]([C:6]([NH2:8])=[O:7])=[CH:4][N:3]=1)[CH3:16], predict the reactants needed to synthesize it. The reactants are: Cl[C:2]1[CH:10]=[CH:9][C:5]([C:6]([NH2:8])=[O:7])=[CH:4][N:3]=1.[H-].[Na+].[Cl-].[NH4+].[CH2:15]([OH:17])[CH3:16]. (3) Given the product [F:14][C:5]1[CH:4]=[CH:3][C:2]([B:15]([OH:20])[OH:16])=[CH:7][C:6]=1[C:8]1[N:9]=[N:10][CH:11]=[CH:12][CH:13]=1, predict the reactants needed to synthesize it. The reactants are: Br[C:2]1[CH:3]=[CH:4][C:5]([F:14])=[C:6]([C:8]2[N:9]=[N:10][CH:11]=[CH:12][CH:13]=2)[CH:7]=1.[B:15]1(B2OCC(C)(C)CO2)[O:20]CC(C)(C)C[O:16]1.